From a dataset of Reaction yield outcomes from USPTO patents with 853,638 reactions. Predict the reaction yield, written as a fraction of the theoretical maximum amount of product (1.0 means a 100% yield; for example, 0.34 means a 34% yield). (1) The reactants are [CH3:1][O:2][C:3]1[CH:8]=[C:7]([N+:9]([O-])=O)[CH:6]=[CH:5][C:4]=1[C:12]1[CH:13]=[N:14][N:15]([CH3:17])[CH:16]=1.[H][H]. The catalyst is [Pd].CO. The product is [CH3:1][O:2][C:3]1[CH:8]=[C:7]([NH2:9])[CH:6]=[CH:5][C:4]=1[C:12]1[CH:13]=[N:14][N:15]([CH3:17])[CH:16]=1. The yield is 1.00. (2) The reactants are Br[C:2]1[C:11]2[C:6]3=[C:7]([CH2:12][CH2:13][O:14][C:5]3=[CH:4][CH:3]=1)[CH:8]=[CH:9][N:10]=2.[B:15]1(B2OC(C)(C)C(C)(C)O2)[O:19]C(C)(C)C(C)(C)[O:16]1.C([O-])(=O)C.[K+]. The catalyst is O1CCOCC1.C1CCC(P(C2CCCCC2)C2CCCCC2)CC1.C1CCC(P(C2CCCCC2)C2CCCCC2)CC1.[Pd]. The product is [O:14]1[C:5]2[C:6]3[C:11]([C:2]([B:15]([OH:19])[OH:16])=[CH:3][CH:4]=2)=[N:10][CH:9]=[CH:8][C:7]=3[CH2:12][CH2:13]1. The yield is 0.250. (3) The reactants are [C:1]([OH:10])(=[O:9])[C@H:2]([C@@H:4]([C:6]([OH:8])=[O:7])[OH:5])[OH:3].[CH2:11]1[NH:16][CH2:15][C@@H:14]([OH:17])[C@H:13]([OH:18])[C@H:12]1[CH2:19][OH:20]. The catalyst is O. The product is [CH2:11]1[NH:16][CH2:15][C@@H:14]([OH:17])[C@H:13]([OH:18])[C@H:12]1[CH2:19][OH:20].[C:6]([C@H:4]([C@@H:2]([C:1]([O-:10])=[O:9])[OH:3])[OH:5])([O-:8])=[O:7]. The yield is 0.980. (4) The reactants are [CH3:1][C:2]1[CH:3]=[CH:4][C:5]([NH2:8])=[N:6][CH:7]=1.O=[CH:10][C:11]1[CH:19]=[CH:18][C:16]([OH:17])=[C:13]([O:14][CH3:15])[CH:12]=1.[N+:20]([CH2:22][C:23]1[CH:32]=[CH:31][C:26]2[O:27][CH2:28][CH2:29][O:30][C:25]=2[CH:24]=1)#[C-:21]. No catalyst specified. The product is [O:27]1[CH2:28][CH2:29][O:30][C:25]2[CH:24]=[C:23]([CH2:22][NH:20][C:21]3[N:6]4[CH:7]=[C:2]([CH3:1])[CH:3]=[CH:4][C:5]4=[N:8][C:10]=3[C:11]3[CH:19]=[CH:18][C:16]([OH:17])=[C:13]([O:14][CH3:15])[CH:12]=3)[CH:32]=[CH:31][C:26]1=2. The yield is 0.100. (5) The reactants are C([O:3][C:4](=[O:36])[CH:5]([CH2:34][CH3:35])[CH2:6][C:7]1[CH:12]=[CH:11][C:10]([O:13][CH3:14])=[C:9]([C:15](=[O:33])[CH:16](C(OCC)=O)[CH2:17][C:18]2[CH:23]=[CH:22][C:21]([C:24]([F:27])([F:26])[F:25])=[CH:20][CH:19]=2)[CH:8]=1)C.Cl. The catalyst is C(O)(=O)C. The product is [CH2:34]([CH:5]([CH2:6][C:7]1[CH:12]=[CH:11][C:10]([O:13][CH3:14])=[C:9]([C:15](=[O:33])[CH2:16][CH2:17][C:18]2[CH:19]=[CH:20][C:21]([C:24]([F:26])([F:25])[F:27])=[CH:22][CH:23]=2)[CH:8]=1)[C:4]([OH:36])=[O:3])[CH3:35]. The yield is 0.700. (6) The yield is 0.393. The reactants are [CH2:1]=[CH:2][C:3]1[CH:8]=[CH:7][CH:6]=[CH:5][CH:4]=1.Cl.[Na+].[Br-:11].[OH2:12]. The catalyst is ClCCl. The product is [Br-:11].[Br-:11].[CH2:1]=[CH:2][C:3]1[CH:8]=[CH:7][CH:6]=[CH:5][CH:4]=1.[CH2:1]1[O:12][CH:2]1[C:3]1[CH:8]=[CH:7][CH:6]=[CH:5][CH:4]=1.[CH:2](=[O:12])[C:3]1[CH:8]=[CH:7][CH:6]=[CH:5][CH:4]=1.